Dataset: Reaction yield outcomes from USPTO patents with 853,638 reactions. Task: Predict the reaction yield, written as a fraction of the theoretical maximum amount of product (1.0 means a 100% yield; for example, 0.34 means a 34% yield). (1) The reactants are CC1(C)C(C)(C)OB([C:9]2[C:17]3[C:12](=[N:13][CH:14]=[CH:15][CH:16]=3)[N:11](S(C3C=CC(C)=CC=3)(=O)=O)[CH:10]=2)O1.[CH2:29]([NH:36][C:37]1[CH:42]=[CH:41][N:40]=[C:39](Cl)[N:38]=1)[C:30]1[CH:35]=[CH:34][CH:33]=[CH:32][CH:31]=1.C([O-])([O-])=O.[Na+].[Na+].CC([O-])(C)C.[Na+]. The catalyst is CS(C)=O.Cl[Pd](Cl)([P](C1C=CC=CC=1)(C1C=CC=CC=1)C1C=CC=CC=1)[P](C1C=CC=CC=1)(C1C=CC=CC=1)C1C=CC=CC=1. The product is [CH2:29]([NH:36][C:37]1[CH:42]=[CH:41][N:40]=[C:39]([C:9]2[C:17]3[C:12](=[N:13][CH:14]=[CH:15][CH:16]=3)[NH:11][CH:10]=2)[N:38]=1)[C:30]1[CH:31]=[CH:32][CH:33]=[CH:34][CH:35]=1. The yield is 0.110. (2) The reactants are [NH:1]([C:6]([O:8][C:9]([CH3:12])([CH3:11])[CH3:10])=[O:7])[CH2:2][C:3]([OH:5])=[O:4].F[P-](F)(F)(F)(F)F.N1(O[P+](N(C)C)(N(C)C)N(C)C)C2C=CC=CC=2N=N1.CCN(C(C)C)C(C)C.Cl.[CH3:50][O:51][NH:52][CH3:53]. The catalyst is C(Cl)Cl.CCCCCC.CCOC(C)=O. The product is [NH:1]([C:6]([O:8][C:9]([CH3:12])([CH3:11])[CH3:10])=[O:7])[CH2:2][C:3]([OH:5])=[O:4].[CH3:50][O:51][N-:52][CH3:53]. The yield is 0.800. (3) The reactants are [C:1]([NH:4][C:5]1[S:6][C:7]([C:11]2[N:12]=[C:13]([C:16](Cl)=[O:17])[S:14][CH:15]=2)=[C:8]([CH3:10])[N:9]=1)(=[O:3])[CH3:2].O.Cl.[NH:21]1[CH2:26][CH2:25][C:24](=[O:27])[CH2:23][CH2:22]1.C(N(CC)CC)C. The catalyst is C1COCC1.C(Cl)Cl. The product is [CH3:10][C:8]1[N:9]=[C:5]([NH:4][C:1](=[O:3])[CH3:2])[S:6][C:7]=1[C:11]1[N:12]=[C:13]([C:16]([N:21]2[CH2:26][CH2:25][C:24](=[O:27])[CH2:23][CH2:22]2)=[O:17])[S:14][CH:15]=1. The yield is 0.200.